Task: Predict the reaction yield, written as a fraction of the theoretical maximum amount of product (1.0 means a 100% yield; for example, 0.34 means a 34% yield).. Dataset: Reaction yield outcomes from USPTO patents with 853,638 reactions (1) The reactants are [NH2:1][CH2:2][N:3]1[CH2:7][CH:6]([CH2:8][CH2:9][CH3:10])[CH2:5][C:4]1=[O:11].Cl[C:13]1[C:18]([N+:19]([O-:21])=[O:20])=[CH:17][CH:16]=[CH:15][N:14]=1.C(N(CC)CC)C. The catalyst is O1CCOCC1. The product is [N+:19]([C:18]1[C:13]([NH:1][CH2:2][N:3]2[CH2:7][CH:6]([CH2:8][CH2:9][CH3:10])[CH2:5][C:4]2=[O:11])=[N:14][CH:15]=[CH:16][CH:17]=1)([O-:21])=[O:20]. The yield is 0.530. (2) The reactants are [C:1](Cl)(Cl)=[O:2].[O:5]1[CH2:9][CH2:8][C@H:7]([N:10]2[CH2:14][CH2:13][NH:12][C:11]2=[O:15])[CH2:6]1.N1C=CC=CC=1.[CH3:22][N:23]1[CH:27]=[C:26]([C:28]2[CH:33]=[C:32]([O:34][C:35]3[CH:36]=[CH:37][C:38]([NH2:41])=[N:39][CH:40]=3)[CH:31]=[CH:30][N:29]=2)[CH:25]=[N:24]1. The catalyst is C(Cl)Cl.O. The product is [CH3:22][N:23]1[CH:27]=[C:26]([C:28]2[CH:33]=[C:32]([O:34][C:35]3[CH:36]=[CH:37][C:38]([NH:41][C:11]([N:12]4[CH2:13][CH2:14][N:10]([C@H:7]5[CH2:8][CH2:9][O:5][CH2:6]5)[C:1]4=[O:2])=[O:15])=[N:39][CH:40]=3)[CH:31]=[CH:30][N:29]=2)[CH:25]=[N:24]1. The yield is 0.450. (3) The reactants are [CH2:1]([O:3][CH:4]([O:33][CH2:34][CH3:35])[C:5]1[CH:10]=[CH:9][C:8]([CH:11]2[CH:20]([C:21]3[N:22]([CH3:26])[CH:23]=[CH:24][N:25]=3)[C:19](=O)[C:18]3[C:17]([C:28]([O:30]CC)=O)=[CH:16][CH:15]=[CH:14][C:13]=3[NH:12]2)=[CH:7][CH:6]=1)[CH3:2].O.[NH2:37][NH2:38]. The catalyst is CO. The product is [CH2:34]([O:33][CH:4]([O:3][CH2:1][CH3:2])[C:5]1[CH:6]=[CH:7][C:8]([CH:11]2[NH:12][C:13]3[C:18]4[C:19](=[N:37][NH:38][C:28](=[O:30])[C:17]=4[CH:16]=[CH:15][CH:14]=3)[CH:20]2[C:21]2[N:22]([CH3:26])[CH:23]=[CH:24][N:25]=2)=[CH:9][CH:10]=1)[CH3:35]. The yield is 0.550. (4) The reactants are C([Li])CCC.CC1(C)CCCC(C)(C)N1.[C:16]([N:23]1[CH2:28][CH2:27][CH:26]([C:29]#[N:30])[CH2:25][CH2:24]1)([O:18][C:19]([CH3:22])([CH3:21])[CH3:20])=[O:17].[Cl:31][C:32]1[N:37]=[C:36](Cl)[CH:35]=[C:34]([Cl:39])[N:33]=1. The catalyst is O1CCCC1.CCOC(C)=O.C(O)(=O)CC(CC(O)=O)(C(O)=O)O. The product is [C:29]([C:26]1([C:36]2[CH:35]=[C:34]([Cl:39])[N:33]=[C:32]([Cl:31])[N:37]=2)[CH2:27][CH2:28][N:23]([C:16]([O:18][C:19]([CH3:22])([CH3:21])[CH3:20])=[O:17])[CH2:24][CH2:25]1)#[N:30]. The yield is 0.410. (5) The reactants are [CH2:1]([O:5][C:6]1[C:15]2[C:10](=[CH:11][CH:12]=[C:13]([O:16][CH2:17][CH3:18])[CH:14]=2)[C:9](=[O:19])[N:8]([CH2:20][C:21]([CH3:24])([CH3:23])[CH3:22])[C:7]=1[CH2:25]Cl)[CH2:2][CH2:3][CH3:4].[C:27]1(=[O:37])[NH:31][C:30](=[O:32])[C:29]2=[CH:33][CH:34]=[CH:35][CH:36]=[C:28]12.[K].O. The catalyst is CN(C)C=O. The product is [CH2:1]([O:5][C:6]1[C:15]2[C:10](=[CH:11][CH:12]=[C:13]([O:16][CH2:17][CH3:18])[CH:14]=2)[C:9](=[O:19])[N:8]([CH2:20][C:21]([CH3:24])([CH3:23])[CH3:22])[C:7]=1[CH2:25][N:31]1[C:27](=[O:37])[C:28]2[C:29](=[CH:33][CH:34]=[CH:35][CH:36]=2)[C:30]1=[O:32])[CH2:2][CH2:3][CH3:4]. The yield is 0.980. (6) The reactants are [H-].[H-].[H-].[H-].[Li+].[Al+3].[C:7]1([C:13]2([C:19](O)=[O:20])[CH2:18][CH2:17][CH2:16][CH2:15][CH2:14]2)[CH:12]=[CH:11][CH:10]=[CH:9][CH:8]=1. No catalyst specified. The product is [C:7]1([C:13]2([CH2:19][OH:20])[CH2:18][CH2:17][CH2:16][CH2:15][CH2:14]2)[CH:12]=[CH:11][CH:10]=[CH:9][CH:8]=1. The yield is 0.890. (7) The reactants are Br[C:2]1[CH:3]=[C:4]2[C:9](=[CH:10][C:11]=1[O:12][CH3:13])[N:8]=[C:7]([C:14]1[CH:19]=[CH:18][C:17]([CH2:20][C:21]([NH:23][C:24]3[CH:28]=[C:27]([C:29]4([C:32]([F:35])([F:34])[F:33])[CH2:31][CH2:30]4)[O:26][N:25]=3)=[O:22])=[C:16]([F:36])[CH:15]=1)[CH:6]=[N:5]2.[O:37]1[CH2:42][CH2:41][N:40]([CH2:43][CH2:44][NH2:45])[CH2:39][CH2:38]1.C([O-])([O-])=O.[Cs+].[Cs+].C1(P(C2C=CC=CC=2)C2C3OC4C(=CC=CC=4P(C4C=CC=CC=4)C4C=CC=CC=4)C(C)(C)C=3C=CC=2)C=CC=CC=1. The catalyst is O1CCOCC1.CO.CS(C)=O.C1C=CC(/C=C/C(/C=C/C2C=CC=CC=2)=O)=CC=1.C1C=CC(/C=C/C(/C=C/C2C=CC=CC=2)=O)=CC=1.C1C=CC(/C=C/C(/C=C/C2C=CC=CC=2)=O)=CC=1.[Pd].[Pd]. The product is [F:36][C:16]1[CH:15]=[C:14]([C:7]2[CH:6]=[N:5][C:4]3[C:9](=[CH:10][C:11]([O:12][CH3:13])=[C:2]([NH:45][CH2:44][CH2:43][N:40]4[CH2:41][CH2:42][O:37][CH2:38][CH2:39]4)[CH:3]=3)[N:8]=2)[CH:19]=[CH:18][C:17]=1[CH2:20][C:21]([NH:23][C:24]1[CH:28]=[C:27]([C:29]2([C:32]([F:34])([F:33])[F:35])[CH2:31][CH2:30]2)[O:26][N:25]=1)=[O:22]. The yield is 0.0500. (8) The reactants are [C:1]([C:4]1[S:5][CH:6]=[CH:7][CH:8]=1)(=[O:3])[CH3:2].[S:9]1[CH:13]=[CH:12][CH:11]=[C:10]1[CH:14]=[O:15]. No catalyst specified. The product is [S:5]1[CH:6]=[CH:7][CH:8]=[C:4]1[C:1](=[O:3])/[CH:2]=[CH:14]/[C:10]1[S:9][CH:13]=[CH:12][CH:11]=1.[C:12]1([CH:11]=[CH:10][C:14]([C:2]2[CH:6]=[CH:7][CH:8]=[CH:4][CH:1]=2)=[O:15])[CH:8]=[CH:4][CH:1]=[CH:2][CH:13]=1. The yield is 0.930. (9) The reactants are [N+:1]([O-:4])(O)=[O:2].[Br:5][C:6]1[CH:7]=[C:8]([CH:11]=[CH:12][CH:13]=1)[CH:9]=[O:10]. The catalyst is S(=O)(=O)(O)O. The product is [Br:5][C:6]1[CH:13]=[CH:12][C:11]([N+:1]([O-:4])=[O:2])=[C:8]([CH:7]=1)[CH:9]=[O:10]. The yield is 0.480. (10) The reactants are Cl[CH2:2][C:3]1[CH:4]=[C:5]([CH:9]=[CH:10][CH:11]=1)[C:6](Cl)=[O:7].[CH3:12][Si:13]([CH3:18])([CH3:17])[CH2:14][CH2:15][OH:16].C(N(CC)CC)C.[I-:26].[Na+]. The catalyst is ClCCl.CC(C)=O. The product is [CH3:12][Si:13]([CH3:18])([CH3:17])[CH2:14][CH2:15][O:16][C:6](=[O:7])[C:5]1[CH:9]=[CH:10][CH:11]=[C:3]([CH2:2][I:26])[CH:4]=1. The yield is 0.770.